Dataset: Catalyst prediction with 721,799 reactions and 888 catalyst types from USPTO. Task: Predict which catalyst facilitates the given reaction. (1) Product: [F:1][C:2]([F:10])([S:6]([O-:9])(=[O:8])=[O:7])[CH:3]([F:5])[F:4].[F:58][C:14]([F:13])([C:42]([F:56])([F:57])[C:43]([F:54])([F:55])[C:44]([F:52])([F:53])[C:45]([F:50])([F:51])[C:46]([F:47])([F:48])[F:49])[CH2:15][CH2:16][P+:17]([CH2:26][CH2:27][CH2:28][CH2:29][CH2:30][CH2:31][CH2:32][CH3:33])([CH2:18][CH2:19][CH2:20][CH2:21][CH2:22][CH2:23][CH2:24][CH3:25])[CH2:34][CH2:35][CH2:36][CH2:37][CH2:38][CH2:39][CH2:40][CH3:41]. Reactant: [F:1][C:2]([F:10])([S:6]([O-:9])(=[O:8])=[O:7])[CH:3]([F:5])[F:4].[K+].[I-].[F:13][C:14]([F:58])([C:42]([F:57])([F:56])[C:43]([F:55])([F:54])[C:44]([F:53])([F:52])[C:45]([F:51])([F:50])[C:46]([F:49])([F:48])[F:47])[CH2:15][CH2:16][P+:17]([CH2:34][CH2:35][CH2:36][CH2:37][CH2:38][CH2:39][CH2:40][CH3:41])([CH2:26][CH2:27][CH2:28][CH2:29][CH2:30][CH2:31][CH2:32][CH3:33])[CH2:18][CH2:19][CH2:20][CH2:21][CH2:22][CH2:23][CH2:24][CH3:25]. The catalyst class is: 21. (2) Reactant: CCN(C(C)C)C(C)C.CS(O[CH2:15][CH2:16][O:17][C:18]1[CH:23]=[CH:22][C:21]([CH:24]2[CH2:29][CH2:28][N:27]([C:30]3[CH2:31][CH2:32][C:33]4[N:34]([C:36]([C:39]([F:42])([F:41])[F:40])=[N:37][N:38]=4)[N:35]=3)[CH2:26][CH2:25]2)=[CH:20][CH:19]=1)(=O)=O.[CH2:43]([N:45]1[CH2:50][CH2:49][NH:48][CH2:47][C:46]1=[O:51])[CH3:44]. Product: [CH2:43]([N:45]1[CH2:50][CH2:49][N:48]([CH2:15][CH2:16][O:17][C:18]2[CH:23]=[CH:22][C:21]([CH:24]3[CH2:25][CH2:26][N:27]([C:30]4[CH2:31][CH2:32][C:33]5[N:34]([C:36]([C:39]([F:41])([F:40])[F:42])=[N:37][N:38]=5)[N:35]=4)[CH2:28][CH2:29]3)=[CH:20][CH:19]=2)[CH2:47][C:46]1=[O:51])[CH3:44]. The catalyst class is: 85. (3) Reactant: [N:1]1[CH:6]=[CH:5][CH:4]=[C:3]([O:7][C:8]2[CH:9]=[C:10]([CH:12]=[CH:13][CH:14]=2)[NH2:11])[CH:2]=1.[CH3:15][O:16][C:17]1[N:22]=[C:21]([C:23](O)=[O:24])[CH:20]=[CH:19][CH:18]=1.F[P-](F)(F)(F)(F)F.N1(OC(N(C)C)=[N+](C)C)C2N=CC=CC=2N=N1.CCN(C(C)C)C(C)C. Product: [CH3:15][O:16][C:17]1[N:22]=[C:21]([C:23]([NH:11][C:10]2[CH:12]=[CH:13][CH:14]=[C:8]([O:7][C:3]3[CH:2]=[N:1][CH:6]=[CH:5][CH:4]=3)[CH:9]=2)=[O:24])[CH:20]=[CH:19][CH:18]=1. The catalyst class is: 34. (4) Reactant: [CH:1]([CH:4]1[CH2:9][CH2:8][CH:7]([CH2:10][CH2:11][CH2:12][C:13]([OH:15])=[O:14])[CH2:6][CH2:5]1)([CH3:3])[CH3:2].O.NN.[OH-].[K+].Cl. Product: [CH:1]([C:4]1[CH:9]=[CH:8][C:7]([CH2:10][CH2:11][CH2:12][C:13]([OH:15])=[O:14])=[CH:6][CH:5]=1)([CH3:3])[CH3:2]. The catalyst class is: 6. (5) Reactant: Cl[C:2]1[C:11]2[C:6](=[CH:7][CH:8]=[C:9]([CH3:12])[CH:10]=2)[N:5]=[C:4]([N:13]2[CH2:19][C:18]3[CH:20]=[CH:21][CH:22]=[CH:23][C:17]=3[S:16](=[O:25])(=[O:24])[CH2:15][CH2:14]2)[CH:3]=1.[NH2:26][C:27]1([CH2:31][NH:32][C:33](=[O:39])OC(C)(C)C)[CH2:30][O:29][CH2:28]1.C1(P(C2C=CC=CC=2)C2C=CC3C(=CC=CC=3)C=2C2C3C(=CC=CC=3)C=CC=2P(C2C=CC=CC=2)C2C=CC=CC=2)C=CC=CC=1.[Na]. Product: [O:24]=[S:16]1(=[O:25])[C:17]2[CH:23]=[CH:22][CH:21]=[CH:20][C:18]=2[CH2:19][N:13]([C:4]2[CH:3]=[C:2]([N:26]3[C:33](=[O:39])[NH:32][CH2:31][C:27]43[CH2:30][O:29][CH2:28]4)[C:11]3[C:6](=[CH:7][CH:8]=[C:9]([CH3:12])[CH:10]=3)[N:5]=2)[CH2:14][CH2:15]1. The catalyst class is: 882.